This data is from Full USPTO retrosynthesis dataset with 1.9M reactions from patents (1976-2016). The task is: Predict the reactants needed to synthesize the given product. (1) Given the product [NH2:22][C:21]1[CH:20]=[C:19]([C:2]2[N:3]=[CH:4][C:5]3[N:10]=[C:9]([NH:11][C:12](=[O:14])[CH3:13])[S:8][C:6]=3[N:7]=2)[CH:18]=[N:17][C:16]=1[Cl:15], predict the reactants needed to synthesize it. The reactants are: Br[C:2]1[N:3]=[CH:4][C:5]2[N:10]=[C:9]([NH:11][C:12](=[O:14])[CH3:13])[S:8][C:6]=2[N:7]=1.[Cl:15][C:16]1[C:21]([NH2:22])=[CH:20][C:19](B2OC(C)(C)C(C)(C)O2)=[CH:18][N:17]=1.C(=O)([O-])[O-].[Cs+].[Cs+].COCCOC. (2) Given the product [C:11]([O:10][C:8]([NH:1][CH2:2][C:3]([OH:5])=[O:4])=[O:9])([CH3:14])([CH3:13])[CH3:12], predict the reactants needed to synthesize it. The reactants are: [NH2:1][CH2:2][C:3]([OH:5])=[O:4].[OH-].[Na+].[C:8](O[C:8]([O:10][C:11]([CH3:14])([CH3:13])[CH3:12])=[O:9])([O:10][C:11]([CH3:14])([CH3:13])[CH3:12])=[O:9]. (3) The reactants are: [CH3:1][O:2][C:3]([NH:5][C@@H:6]([CH:10]([CH3:12])[CH3:11])[C:7](O)=[O:8])=[O:4].CN(C(ON1N=NC2C=CC=NC1=2)=[N+](C)C)C.F[P-](F)(F)(F)(F)F.CCN(C(C)C)C(C)C.Cl.[I:47][C:48]1[NH:52][C:51]([C@@H:53]2[CH2:57][CH2:56][CH2:55][NH:54]2)=[N:50][CH:49]=1. Given the product [I:47][C:48]1[NH:52][C:51]([C@@H:53]2[CH2:57][CH2:56][CH2:55][N:54]2[C:7]([C@@H:6]([NH:5][C:3](=[O:4])[O:2][CH3:1])[CH:10]([CH3:12])[CH3:11])=[O:8])=[N:50][CH:49]=1, predict the reactants needed to synthesize it. (4) Given the product [N:7]1[C:2]2[CH:3]=[CH:4][CH:5]=[CH:6][C:1]=2[NH:8][C:16]=1[CH2:15][O:14][C:13]1[CH:19]=[CH:20][CH:21]=[C:11]([O:10][CH3:9])[CH:12]=1, predict the reactants needed to synthesize it. The reactants are: [C:1]1([NH2:8])[CH:6]=[CH:5][CH:4]=[CH:3][C:2]=1[NH2:7].[CH3:9][O:10][C:11]1[CH:12]=[C:13]([CH:19]=[CH:20][CH:21]=1)[O:14][CH2:15][C:16](O)=O.